This data is from Forward reaction prediction with 1.9M reactions from USPTO patents (1976-2016). The task is: Predict the product of the given reaction. (1) Given the reactants C([O:3][C:4](=[O:20])[CH2:5][O:6][C:7]1[CH:12]=[CH:11][C:10]([C:13]2[CH2:18][CH2:17][C:16](=[O:19])[NH:15][N:14]=2)=[CH:9][N:8]=1)C.[OH-].[Na+].Cl, predict the reaction product. The product is: [O:19]=[C:16]1[NH:15][N:14]=[C:13]([C:10]2[CH:11]=[CH:12][C:7]([O:6][CH2:5][C:4]([OH:20])=[O:3])=[N:8][CH:9]=2)[CH2:18][CH2:17]1. (2) Given the reactants [CH3:1][N:2]([CH3:24])[C:3]([C:5]1[CH:6]=[C:7]([S:11]([N:14]2[CH2:18][CH2:17][S:16][C@H:15]2[C:19]([O:21]CC)=[O:20])(=[O:13])=[O:12])[CH:8]=[CH:9][CH:10]=1)=[O:4].[Li+].[OH-].Cl, predict the reaction product. The product is: [CH3:1][N:2]([CH3:24])[C:3]([C:5]1[CH:6]=[C:7]([S:11]([N:14]2[CH2:18][CH2:17][S:16][C@H:15]2[C:19]([OH:21])=[O:20])(=[O:13])=[O:12])[CH:8]=[CH:9][CH:10]=1)=[O:4]. (3) Given the reactants [Cl:1][C:2]1[CH:7]=[CH:6][C:5]([NH:8][NH:9]C(OC(C)(C)C)=O)=[CH:4][CH:3]=1.[Cl:17][C:18]1[C:23]([C:24]([N:26]=[C:27]=[O:28])=O)=[C:22]([F:29])[C:21]([CH2:30][NH:31][C:32](=[O:37])[C:33]([CH3:36])([CH3:35])[CH3:34])=[CH:20][CH:19]=1.C(O)(C(F)(F)F)=O, predict the reaction product. The product is: [Cl:17][C:18]1[CH:19]=[CH:20][C:21]([CH2:30][NH:31][C:32](=[O:37])[C:33]([CH3:36])([CH3:35])[CH3:34])=[C:22]([F:29])[C:23]=1[C:24]1[NH:26][C:27](=[O:28])[N:8]([C:5]2[CH:6]=[CH:7][C:2]([Cl:1])=[CH:3][CH:4]=2)[N:9]=1. (4) Given the reactants [C:1](=[O:20])([O:7][C:8]1[CH:13]=[CH:12][C:11]([C@@H:14]2[CH2:16][C@H:15]2[N+:17]([O-])=O)=[CH:10][CH:9]=1)[O:2][C:3]([CH3:6])([CH3:5])[CH3:4].Cl.[OH-].[Na+], predict the reaction product. The product is: [C:1](=[O:20])([O:2][C:3]([CH3:5])([CH3:4])[CH3:6])[O:7][C:8]1[CH:9]=[CH:10][C:11]([C@@H:14]2[CH2:16][C@H:15]2[NH2:17])=[CH:12][CH:13]=1. (5) Given the reactants [Cl:1][C:2]1[CH:3]=[C:4]([C:9](=[C:23]2[CH2:28][C:27]([CH3:30])([CH3:29])[CH2:26][C:25]([CH3:32])([CH3:31])[CH2:24]2)[C:10]2[CH:15]=[CH:14][C:13](/[CH:16]=[CH:17]/[C:18]([O:20]CC)=[O:19])=[CH:12][CH:11]=2)[CH:5]=[CH:6][C:7]=1[OH:8].[OH-].[Na+].Cl, predict the reaction product. The product is: [Cl:1][C:2]1[CH:3]=[C:4]([C:9](=[C:23]2[CH2:24][C:25]([CH3:32])([CH3:31])[CH2:26][C:27]([CH3:30])([CH3:29])[CH2:28]2)[C:10]2[CH:15]=[CH:14][C:13](/[CH:16]=[CH:17]/[C:18]([OH:20])=[O:19])=[CH:12][CH:11]=2)[CH:5]=[CH:6][C:7]=1[OH:8]. (6) Given the reactants [N:1]1[CH:6]=[CH:5][C:4]([C:7]2[CH:15]=[CH:14][CH:13]=[C:12]3[C:8]=2[CH2:9][C:10](=[O:16])[NH:11]3)=[CH:3][CH:2]=1.[N:17]1([CH2:23][CH2:24][CH2:25][C:26]2[C:34]3[CH2:33][CH2:32][CH2:31][CH2:30][C:29]=3[NH:28][C:27]=2[CH:35]=O)[CH2:22][CH2:21][O:20][CH2:19][CH2:18]1, predict the reaction product. The product is: [N:17]1([CH2:23][CH2:24][CH2:25][C:26]2[C:34]3[CH2:33][CH2:32][CH2:31][CH2:30][C:29]=3[NH:28][C:27]=2[CH:35]=[C:9]2[C:8]3[C:12](=[CH:13][CH:14]=[CH:15][C:7]=3[C:4]3[CH:5]=[CH:6][N:1]=[CH:2][CH:3]=3)[NH:11][C:10]2=[O:16])[CH2:22][CH2:21][O:20][CH2:19][CH2:18]1. (7) Given the reactants [Cl:1][C:2]1[CH:7]=[CH:6][CH:5]=[CH:4][C:3]=1[C:8]1[N:9]=[C:10]2[N:14]([C:15]=1[C:16]1[CH:21]=[CH:20][N:19]=[C:18]([NH:22][CH:23]3[CH2:28][CH2:27][N:26](C(OC(C)(C)C)=O)[CH2:25][CH2:24]3)[N:17]=1)[CH:13]=[CH:12][O:11]2.Cl, predict the reaction product. The product is: [ClH:1].[Cl:1][C:2]1[CH:7]=[CH:6][CH:5]=[CH:4][C:3]=1[C:8]1[N:9]=[C:10]2[N:14]([C:15]=1[C:16]1[CH:21]=[CH:20][N:19]=[C:18]([NH:22][CH:23]3[CH2:28][CH2:27][NH:26][CH2:25][CH2:24]3)[N:17]=1)[CH:13]=[CH:12][O:11]2. (8) The product is: [NH2:15][C:14]1[O:22][C:21]([C:20]2[C:19]([F:18])=[CH:27][CH:26]=[CH:25][C:24]=2[F:28])=[N:12][C:13]=1[C:16]#[N:17]. Given the reactants C1(C)C=CC(S(O)(=O)=O)=CC=1.[NH2:12][CH:13]([C:16]#[N:17])[C:14]#[N:15].[F:18][C:19]1[CH:27]=[CH:26][CH:25]=[C:24]([F:28])[C:20]=1[C:21](Cl)=[O:22], predict the reaction product. (9) Given the reactants C[CH:2]([C:4]1[CH:5]=[C:6]([NH:10][C:11]2[CH:12]=[C:13]([C:17]([O:19][CH3:20])=[S:18])[S:14][C:15]=2[CH3:16])[CH:7]=[CH:8][CH:9]=1)C.N[C:22]1C=C(C(OC)=S)S[C:26]=1C.C(C1C=C(B(O)O)C=CC=1)(C)C, predict the reaction product. The product is: [CH3:2][C:4]1[C:5]([CH2:22][CH3:26])=[C:6]([NH:10][C:11]2[CH:12]=[C:13]([C:17]([O:19][CH3:20])=[S:18])[S:14][C:15]=2[CH3:16])[CH:7]=[CH:8][CH:9]=1.